From a dataset of Drug-target binding data from BindingDB using IC50 measurements. Regression. Given a target protein amino acid sequence and a drug SMILES string, predict the binding affinity score between them. We predict pIC50 (pIC50 = -log10(IC50 in M); higher means more potent). Dataset: bindingdb_ic50. (1) The drug is COC(=O)Cc1nc2c(C)cccc2oc1=O. The target protein (P9WNP5) has sequence MVAPAGEQGRSSTALSDNPFDAKAWRLVDGFDDLTDITYHRHVDDATVRVAFNRPEVRNAFRPHTVDELYRVLDHARMSPDVGVVLLTGNGPSPKDGGWAFCSGGDQRIRGRSGYQYASGDTADTVDVARAGRLHILEVQRLIRFMPKVVICLVNGWAAGGGHSLHVVCDLTLASREYARFKQTDADVGSFDGGYGSAYLARQVGQKFAREIFFLGRTYTAEQMHQMGAVNAVAEHAELETVGLQWAAEINAKSPQAQRMLKFAFNLLDDGLVGQQLFAGEATRLAYMTDEAVEGRDAFLQKRPPDWSPFPRYF. The pIC50 is 4.6. (2) The drug is O=C(O)c1ccc(NC(=O)c2cccc(CC3CCCCC3)n2)c(Cc2ccccc2)c1. The target protein sequence is MATANNPPSGLLDPTLCEDRIFYNILEIEPRFLTSDSVFGTFQQSLTSHMRKLLGTWMFSVCQEYNLEPNVVALALNLLDRLLLIKQVSKEHFQKTGSACLLVASKLRSLTPISTSSLCYAAADSFSRQELIDQEKELLEKLAWRTEAVLATDVTSFLLLKLVGGSQHLDFWHHEVNTLITKALVDPKTGSLPASIISAAGCALLVPANVIPQDTHSGGVVPQLASILGCDVSVLQAAVEQILTSVSDFDLRILDSY. The pIC50 is 5.5.